Dataset: Full USPTO retrosynthesis dataset with 1.9M reactions from patents (1976-2016). Task: Predict the reactants needed to synthesize the given product. Given the product [F:35][CH:2]([F:1])[O:3][C:4]1[CH:33]=[CH:32][C:7]([CH2:8][NH:9][C:10]([C@H:12]2[CH2:17][N:16]([C:46]3[S:47][C:48]4[C:53]([Cl:54])=[N:52][C:51]([C:55]([F:58])([F:57])[F:56])=[N:50][C:49]=4[N:59]=3)[CH2:15][CH2:14][N:13]2[S:18]([C:21]2[CH:22]=[CH:23][C:24]([O:27][C:28]([F:29])([F:31])[F:30])=[CH:25][CH:26]=2)(=[O:20])=[O:19])=[O:11])=[CH:6][C:5]=1[F:34], predict the reactants needed to synthesize it. The reactants are: [F:1][CH:2]([F:35])[O:3][C:4]1[CH:33]=[CH:32][C:7]([CH2:8][NH:9][C:10]([C@H:12]2[CH2:17][NH:16][CH2:15][CH2:14][N:13]2[S:18]([C:21]2[CH:26]=[CH:25][C:24]([O:27][C:28]([F:31])([F:30])[F:29])=[CH:23][CH:22]=2)(=[O:20])=[O:19])=[O:11])=[CH:6][C:5]=1[F:34].C(N(CC)C(C)C)(C)C.Cl[C:46]1[S:47][C:48]2[C:53]([Cl:54])=[N:52][C:51]([C:55]([F:58])([F:57])[F:56])=[N:50][C:49]=2[N:59]=1.